From a dataset of Forward reaction prediction with 1.9M reactions from USPTO patents (1976-2016). Predict the product of the given reaction. (1) Given the reactants [Br:1][C:2]1[CH:9]=[CH:8][C:5]([C:6]#[N:7])=[C:4]([F:10])[CH:3]=1.C(O)(C(F)(F)F)=[O:12].S(=O)(=O)(O)O, predict the reaction product. The product is: [Br:1][C:2]1[CH:9]=[CH:8][C:5]([C:6]([NH2:7])=[O:12])=[C:4]([F:10])[CH:3]=1. (2) Given the reactants [CH3:1][C:2]1([CH3:16])[C:6]([CH3:8])([CH3:7])[O:5][B:4]([C:9]2[CH:15]=[CH:14][C:12]([NH2:13])=[CH:11][CH:10]=2)[O:3]1.[F:17][C:18]1[CH:23]=[CH:22][C:21]([CH3:24])=[CH:20][C:19]=1[N:25]=[C:26]=[O:27], predict the reaction product. The product is: [F:17][C:18]1[CH:23]=[CH:22][C:21]([CH3:24])=[CH:20][C:19]=1[NH:25][C:26]([NH:13][C:12]1[CH:14]=[CH:15][C:9]([B:4]2[O:3][C:2]([CH3:16])([CH3:1])[C:6]([CH3:7])([CH3:8])[O:5]2)=[CH:10][CH:11]=1)=[O:27].